This data is from Forward reaction prediction with 1.9M reactions from USPTO patents (1976-2016). The task is: Predict the product of the given reaction. (1) Given the reactants C([O:8][C:9]1[CH:14]=[C:13](I)[CH:12]=[CH:11][C:10]=1[N:16]1[S:20](=[O:22])(=[O:21])[N:19](CC[Si](C)(C)C)[C:18](=[O:29])[CH2:17]1)C1C=CC=CC=1.[C:30]([O:35][CH3:36])(=[O:34])[C:31]([CH3:33])=[CH2:32], predict the reaction product. The product is: [CH3:36][O:35][C:30](=[O:34])[CH:31]([CH3:33])[CH2:32][C:13]1[CH:12]=[CH:11][C:10]([N:16]2[CH2:17][C:18](=[O:29])[NH:19][S:20]2(=[O:21])=[O:22])=[C:9]([OH:8])[CH:14]=1. (2) Given the reactants [CH2:1]([NH:4][C:5]1[CH:6]=[C:7]([C:11]2[CH:16]=[CH:15][C:14]([C:17]([F:20])([F:19])[F:18])=[CH:13][CH:12]=2)[CH:8]=[CH:9][CH:10]=1)[CH2:2][CH3:3].Br[CH2:22][C:23]1[CH:35]=[CH:34][C:26]([O:27][CH2:28][C:29]([O:31][CH2:32][CH3:33])=[O:30])=[C:25]([CH3:36])[CH:24]=1.C(N(CC)C(C)C)(C)C, predict the reaction product. The product is: [CH3:36][C:25]1[CH:24]=[C:23]([CH2:22][N:4]([CH2:1][CH2:2][CH3:3])[C:5]2[CH:6]=[C:7]([C:11]3[CH:16]=[CH:15][C:14]([C:17]([F:18])([F:19])[F:20])=[CH:13][CH:12]=3)[CH:8]=[CH:9][CH:10]=2)[CH:35]=[CH:34][C:26]=1[O:27][CH2:28][C:29]([O:31][CH2:32][CH3:33])=[O:30]. (3) Given the reactants [Cl:1][C:2]1[CH:7]=[CH:6][C:5]([CH:8]([C:38]2[CH:43]=[CH:42][C:41]([Cl:44])=[CH:40][CH:39]=2)[C:9]2[CH:10]=[C:11]3[C:16](=[CH:17][CH:18]=2)[N:15]=[N:14][CH:13]=[C:12]3[NH:19][CH:20]2[CH2:25][CH2:24][N:23]([S:26]([C:29]3[S:33][CH:32]=[C:31]([C:34]([O:36]C)=[O:35])[CH:30]=3)(=[O:28])=[O:27])[CH2:22][CH2:21]2)=[CH:4][CH:3]=1.CO.O1CCCC1.[OH-].[Na+].Cl, predict the reaction product. The product is: [Cl:1][C:2]1[CH:3]=[CH:4][C:5]([CH:8]([C:38]2[CH:39]=[CH:40][C:41]([Cl:44])=[CH:42][CH:43]=2)[C:9]2[CH:10]=[C:11]3[C:16](=[CH:17][CH:18]=2)[N:15]=[N:14][CH:13]=[C:12]3[NH:19][CH:20]2[CH2:25][CH2:24][N:23]([S:26]([C:29]3[S:33][CH:32]=[C:31]([C:34]([OH:36])=[O:35])[CH:30]=3)(=[O:27])=[O:28])[CH2:22][CH2:21]2)=[CH:6][CH:7]=1.